Dataset: Retrosynthesis with 50K atom-mapped reactions and 10 reaction types from USPTO. Task: Predict the reactants needed to synthesize the given product. (1) Given the product CC(=O)Oc1cc2c(cc1S(C)(=O)=O)CCNCC2, predict the reactants needed to synthesize it. The reactants are: CC(=O)Br.CS(=O)(=O)c1cc2c(cc1O)CCNCC2. (2) The reactants are: Cc1nc(C)c(-c2ccc3cc(-c4c(C5CCCCC5)c5ccc(C(=O)O)cc5n4CC(=O)N4CCOCC4)ccc3n2)s1. Given the product Cc1nc(C)c(C2CCc3cc(-c4c(C5CCCCC5)c5ccc(C(=O)O)cc5n4CC(=O)N4CCOCC4)ccc3N2)s1, predict the reactants needed to synthesize it. (3) Given the product CCc1nc2ccc(C(=O)c3cnc(C)n3C)cc2c(Cl)c1Cc1ccc(C(F)(F)F)cc1, predict the reactants needed to synthesize it. The reactants are: CCc1nc2ccc(C(O)c3cnc(C)n3C)cc2c(Cl)c1Cc1ccc(C(F)(F)F)cc1.